Binary Classification. Given a miRNA mature sequence and a target amino acid sequence, predict their likelihood of interaction. From a dataset of Experimentally validated miRNA-target interactions with 360,000+ pairs, plus equal number of negative samples. (1) The miRNA is hsa-miR-6780a-5p with sequence UUGGGAGGGAAGACAGCUGGAGA. The protein sequence of the target gene is MLPSLQESMDGDEKELESSEEGGSAEERRLEPPSSSHYCLYSYRGSRLAQQRGDSEDGSPSGTNAETPSGDDFSLSLADTNLPSEVEPELRSFIAKRLSRGAVFEGLGNVASVELKIPGYRVGCYYCLFQNEKLLPETVTIDSERNPSEYVVCFLGGSEKGLELFRLELDKYIQGLKNNMNCEARGLESHIKSYLSSWFEDVVCPIQRVVLLFQEKLTFLLHAALSYTPVEVKESDEKTKRDINRFLSVASLQGLIHEGTMTSLCMAMTEEQHKSVVIDCSSSQPQFCNAGSNRFCEDWM.... Result: 1 (interaction). (2) Result: 1 (interaction). The protein sequence of the target gene is MPLTLLQDWCRGEHLNTRRCMLILGIPEDCGEDEFEETLQEACRHLGRYRVIGRMFRREENAQAILLELAQDIDYALLPREIPGKGGPWEVIVKPRNSDGEFLNRLNRFLEEERRTVSDMNRVLGSDTNCSAPRVTISPEFWTWAQTLGAAVQPLLEQMLYRELRVFSGNTISIPGALAFDAWLEHTTEMLQMWQVPEGEKRRRLMECLRGPALQVVSGLRASNASITVEECLAALQQVFGPVESHKIAQVKLCKAYQEAGEKVSSFVLRLEPLLQRAVENNVVSRRNVNQTRLKRVLSG.... The miRNA is hsa-miR-4691-5p with sequence GUCCUCCAGGCCAUGAGCUGCGG. (3) The miRNA is rno-miR-92a-3p with sequence UAUUGCACUUGUCCCGGCCUG. The protein sequence of the target gene is MSRRFTVTSLPPAASAASADPESRRHSVADPRRLPREDVKGDGNPKESSPFINSTDTEKGREYDGRNMALFEEEMDTSPMVSSLLSGLANYTNLPQGSKEHEEAENNEGGKKKPVQAPRMGTFMGVYLPCLQNIFGVILFLRLTWVVGIAGIMESFCMVFICCSCTMLTAISMSAIATNGVVPAGGSYYMISRSLGPEFGGAVGLCFYLGTTFAGAMYILGTIEILLAYLFPAMAIFKAEDASGEAAAMLNNMRVYGTCVLTCMATVVFVGVKYVNKFALVFLGCVILSILAIYAGVIKS.... Result: 1 (interaction). (4) The miRNA is mmu-miR-6964-3p with sequence UUUCUUGUCUUCCACUCUAG. The protein sequence of the target gene is MDPKGSLSWRILLFLSLAFELSYGTGGGVMDCPVILQKLGQDTWLPLTNEHQINKSVNKSVRILVTMATSPGSKSNKKIVSFDLSKGSYPDHLEDGYHFQSKNLSLKILGNRRESEGWYLVSVEENVSVQQFCKQLKLYEQVSPPEIKVLNKTQENENGTCSLLLACTVKKGDHVTYSWSDEAGTHLLSRANRSHLLHITLSNQHQDSIYNCTASNPVSSISRTFNLSSQACKQESSSESSPWMQYTLVPLGVVIIFILVFTAIIMMKRQGKSNHCQPPVEEKSLTIYAQVQKSGPQEKK.... Result: 0 (no interaction). (5) The miRNA is hsa-miR-1244 with sequence AAGUAGUUGGUUUGUAUGAGAUGGUU. The protein sequence of the target gene is MESRVLLRTFCLIFGLGAVWGLGVDPSLQIDVLTELELGESTTGVRQVPGLHNGTKAFLFQDTPRSIKASTATAEQFFQKLRNKHEFTILVTLKQTHLNSGVILSIHHLDHRYLELESSGHRNEVRLHYRSGSHRPHTEVFPYILADDKWHKLSLAISASHLILHIDCNKIYERVVEKPSTDLPLGTTFWLGQRNNAHGYFKGIMQDVQLLVMPQGFIAQCPDLNRTCPTCNDFHGLVQKIMELQDILAKTSAKLSRAEQRMNRLDQCYCERTCTMKGTTYREFESWIDGCKNCTCLNGT.... Result: 0 (no interaction). (6) The protein sequence of the target gene is MELLQVTILFLLPSICSSNSTGVLEAANNSLVVTTTKPSITTPNTESLQKNVVTPTTGTTPKGTITNELLKMSLMSTATFLTSKDEGLKATTTDVRKNDSIISNVTVTSVTLPNAVSTLQSSKPKTETQSSIKTTEIPGSVLQPDASPSKTGTLTSIPVTIPENTSQSQVIGTEGGKNASTSATSRSYSSIILPVVIALIVITLSVFVLVGLYRMCWKADPGTPENGNDQPQSDKESVKLLTVKTISHESGEHSAQGKTKN. Result: 1 (interaction). The miRNA is hsa-miR-4768-5p with sequence AUUCUCUCUGGAUCCCAUGGAU.